This data is from Peptide-MHC class I binding affinity with 185,985 pairs from IEDB/IMGT. The task is: Regression. Given a peptide amino acid sequence and an MHC pseudo amino acid sequence, predict their binding affinity value. This is MHC class I binding data. (1) The peptide sequence is PHPVVVRTL. The MHC is HLA-A02:03 with pseudo-sequence HLA-A02:03. The binding affinity (normalized) is 0.0847. (2) The peptide sequence is SVANIDRIK. The MHC is HLA-A23:01 with pseudo-sequence HLA-A23:01. The binding affinity (normalized) is 0.0847. (3) The peptide sequence is EVVDMLSTY. The binding affinity (normalized) is 0.0847. The MHC is HLA-A02:03 with pseudo-sequence HLA-A02:03.